Dataset: Forward reaction prediction with 1.9M reactions from USPTO patents (1976-2016). Task: Predict the product of the given reaction. (1) The product is: [CH:12]([CH:13]1[CH2:18][CH2:17][N:16]([CH:19]([C:25]2[CH:26]=[CH:27][CH:28]=[CH:29][CH:30]=2)[C:20]([O:22][CH2:23][CH3:24])=[O:21])[CH2:15][CH2:14]1)=[O:11]. Given the reactants CS(C)=O.C(Cl)(=O)C(Cl)=O.[OH:11][CH2:12][CH:13]1[CH2:18][CH2:17][N:16]([CH:19]([C:25]2[CH:30]=[CH:29][CH:28]=[CH:27][CH:26]=2)[C:20]([O:22][CH2:23][CH3:24])=[O:21])[CH2:15][CH2:14]1.C(N(CC)CC)C, predict the reaction product. (2) The product is: [F:45][C:43]([F:44])([F:46])[C:42]([C:39]1[CH:40]=[CH:41][C:36]([N:32]2[CH:33]([CH3:35])[CH2:34][N:29]([C:27](=[O:28])[CH2:26][N:13]3[C:12](=[O:17])[C@@:11]([C:8]4[CH:7]=[CH:6][C:5]([O:4][CH:2]([CH3:1])[CH3:3])=[CH:10][CH:9]=4)([CH3:18])[NH:15][C:14]3=[O:16])[C@H:30]([CH3:58])[CH2:31]2)=[C:37](/[CH:55]=[CH:56]\[CH3:57])[CH:38]=1)([OH:51])[C:47]([F:50])([F:49])[F:48]. Given the reactants [CH3:1][CH:2]([O:4][C:5]1[CH:10]=[CH:9][C:8]([C:11]2([CH3:18])[NH:15][C:14](=[O:16])[NH:13][C:12]2=[O:17])=[CH:7][CH:6]=1)[CH3:3].C(=O)([O-])[O-].[K+].[K+].Br[CH2:26][C:27]([N:29]1[CH2:34][C@H:33]([CH3:35])[N:32]([C:36]2[CH:41]=[CH:40][C:39]([C:42]([O:51]COC)([C:47]([F:50])([F:49])[F:48])[C:43]([F:46])([F:45])[F:44])=[CH:38][C:37]=2/[CH:55]=[CH:56]\[CH3:57])[CH2:31][C@H:30]1[CH3:58])=[O:28].O, predict the reaction product.